From a dataset of Full USPTO retrosynthesis dataset with 1.9M reactions from patents (1976-2016). Predict the reactants needed to synthesize the given product. (1) Given the product [CH3:2][O:3][C:4]1[CH:5]=[CH:6][C:7]([C:10](=[O:11])[CH2:15][NH:16][C:17]([C:19]2[NH:28][C:22]3=[CH:23][N:24]=[C:25]([Cl:27])[CH:26]=[C:21]3[CH:20]=2)=[O:18])=[CH:8][CH:9]=1, predict the reactants needed to synthesize it. The reactants are: Cl.[CH3:2][O:3][C:4]1[CH:9]=[CH:8][C:7]([C:10]2([CH2:15][NH:16][C:17]([C:19]3[NH:28][C:22]4=[CH:23][N:24]=[C:25]([Cl:27])[CH:26]=[C:21]4[CH:20]=3)=[O:18])OCC[O:11]2)=[CH:6][CH:5]=1. (2) Given the product [CH3:17][C:11]1[C:12]([CH3:16])=[CH:13][CH:14]=[CH:15][C:10]=1[N:9]1[C:7]([CH2:6][CH2:5][C:4]([OH:3])=[O:18])=[N:44][N:43]=[N:42]1, predict the reactants needed to synthesize it. The reactants are: C([O:3][C:4](=[O:18])[CH2:5][CH2:6][C:7]([NH:9][C:10]1[CH:15]=[CH:14][CH:13]=[C:12]([CH3:16])[C:11]=1[CH3:17])=O)C.C1(P(C2C=CC=CC=2)C2C=CC=CC=2)C=CC=CC=1.C[Si]([N:42]=[N+:43]=[N-:44])(C)C.CC(OC(/N=N/C(OC(C)C)=O)=O)C. (3) Given the product [CH3:19][C:20]1[CH:21]=[CH:22][C:23]([S:26]([O:29][C:30]2[C:31]([C:37]([CH3:40])([CH3:38])[CH3:39])=[C:32]3[N:33]([C:15]([C:12]4[CH:11]=[C:10]([CH2:9][O:8][Si:1]([C:4]([CH3:7])([CH3:6])[CH3:5])([CH3:2])[CH3:3])[O:14][N:13]=4)=[N:17][N:18]=[CH:35]3)[N:34]=2)(=[O:27])=[O:28])=[CH:24][CH:25]=1, predict the reactants needed to synthesize it. The reactants are: [Si:1]([O:8][CH2:9][C:10]1[O:14][N:13]=[C:12]([C:15]([NH:17][NH2:18])=O)[CH:11]=1)([C:4]([CH3:7])([CH3:6])[CH3:5])([CH3:3])[CH3:2].[CH3:19][C:20]1[CH:25]=[CH:24][C:23]([S:26]([O:29][C:30]2[NH:34][N:33]=[C:32]([CH:35]=O)[C:31]=2[C:37]([CH3:40])([CH3:39])[CH3:38])(=[O:28])=[O:27])=[CH:22][CH:21]=1. (4) Given the product [CH3:49][O:50][C:51](=[O:57])[C@@H:52]([NH:53][C:21](=[O:23])[C@@H:9]([NH:8][C:1]([O:3][C:4]([CH3:5])([CH3:6])[CH3:7])=[O:2])[CH2:10][C:11]1[CH:12]=[CH:13][C:14]([O:17][CH2:18][CH:19]=[CH2:20])=[CH:15][CH:16]=1)[CH:54]([CH3:56])[CH3:55], predict the reactants needed to synthesize it. The reactants are: [C:1]([NH:8][C@H:9]([C:21]([OH:23])=O)[CH2:10][C:11]1[CH:16]=[CH:15][C:14]([O:17][CH2:18][CH:19]=[CH2:20])=[CH:13][CH:12]=1)([O:3][C:4]([CH3:7])([CH3:6])[CH3:5])=[O:2].CN(C(ON1N=NC2C=CC=NC1=2)=[N+](C)C)C.F[P-](F)(F)(F)(F)F.Cl.[CH3:49][O:50][C:51](=[O:57])[C@H:52]([CH:54]([CH3:56])[CH3:55])[NH2:53].CCN(C(C)C)C(C)C. (5) Given the product [F:17][C:14]([F:15])([F:16])[C:12]1[CH:11]=[C:10]([C:18]([CH3:35])([CH3:36])[C:19]([N:21]([C@H:23]2[C@H:27]([C:28]3[CH:29]=[CH:30][C:31]([F:34])=[CH:32][CH:33]=3)[CH2:26][N:25]([C:3](=[O:4])[CH2:2][Br:1])[CH2:24]2)[CH3:22])=[O:20])[CH:9]=[C:8]([C:7]([F:38])([F:37])[F:6])[CH:13]=1, predict the reactants needed to synthesize it. The reactants are: [Br:1][CH2:2][C:3](Cl)=[O:4].[F:6][C:7]([F:38])([F:37])[C:8]1[CH:9]=[C:10]([C:18]([CH3:36])([CH3:35])[C:19]([N:21]([C@H:23]2[C@H:27]([C:28]3[CH:33]=[CH:32][C:31]([F:34])=[CH:30][CH:29]=3)[CH2:26][NH:25][CH2:24]2)[CH3:22])=[O:20])[CH:11]=[C:12]([C:14]([F:17])([F:16])[F:15])[CH:13]=1.N1CCCC1.C(N(C(C)C)C(C)C)C.